The task is: Predict the reactants needed to synthesize the given product.. This data is from Full USPTO retrosynthesis dataset with 1.9M reactions from patents (1976-2016). (1) Given the product [CH2:4]([C:3]([C:23]1[CH:36]=[CH:35][C:26]([O:27][CH2:28][C@@H:29]([OH:41])[CH2:30][CH2:31][C:32]([OH:33])=[O:34])=[C:25]([CH3:37])[CH:24]=1)([C:6]1[CH:11]=[CH:10][C:9](/[CH:12]=[CH:13]/[C:14]([CH2:18][CH3:19])([OH:17])[CH2:15][CH3:16])=[C:8]([CH2:20][CH2:21][CH3:22])[CH:7]=1)[CH2:1][CH3:2])[CH3:5], predict the reactants needed to synthesize it. The reactants are: [CH2:1]([C:3]([C:23]1[CH:36]=[CH:35][C:26]([O:27][CH2:28][C@H:29]2[O:33][C:32](=[O:34])[CH2:31][CH2:30]2)=[C:25]([CH3:37])[CH:24]=1)([C:6]1[CH:11]=[CH:10][C:9](/[CH:12]=[CH:13]/[C:14]([CH2:18][CH3:19])([OH:17])[CH2:15][CH3:16])=[C:8]([CH2:20][CH2:21][CH3:22])[CH:7]=1)[CH2:4][CH3:5])[CH3:2].C1C[O:41]CC1. (2) Given the product [OH:1][C:2]1[CH:22]=[CH:21][C:5]2[N:6]=[C:7]([NH:9][C:10](=[O:11])[C:12]3[CH:13]=[CH:14][C:15]([C:16]([NH:26][CH2:23][C:24]#[CH:25])=[O:17])=[CH:19][CH:20]=3)[S:8][C:4]=2[CH:3]=1, predict the reactants needed to synthesize it. The reactants are: [OH:1][C:2]1[CH:22]=[CH:21][C:5]2[N:6]=[C:7]([NH:9][C:10]([C:12]3[CH:20]=[CH:19][C:15]([C:16](O)=[O:17])=[CH:14][CH:13]=3)=[O:11])[S:8][C:4]=2[CH:3]=1.[CH2:23]([NH2:26])[C:24]#[CH:25].CN(C(ON1N=NC2C=CC=NC1=2)=[N+](C)C)C.F[P-](F)(F)(F)(F)F.C(N(CC)CC)C. (3) Given the product [CH2:13]([N:14]1[CH:4]([OH:6])[C:3]2[C:2](=[CH:10][CH:9]=[CH:8][CH:7]=2)[C:1]1=[O:11])[C:21]1[CH:16]=[CH:17][CH:18]=[CH:19][CH:20]=1, predict the reactants needed to synthesize it. The reactants are: [C:1]1(=[O:11])[O:6][C:4](=O)[C:3]2=[CH:7][CH:8]=[CH:9][CH:10]=[C:2]12.O[CH:13]1[C:21]2[C:16](=[CH:17][CH:18]=[CH:19][CH:20]=2)C(=O)[N:14]1CC1SC=CC=1.C(N)C1C=CC=CC=1. (4) Given the product [Cl:1][C:2]1[CH:3]=[CH:4][C:5]([O:35][CH3:36])=[C:6]([CH:34]=1)[CH2:7][CH:8]1[C:14](=[O:15])[N:13]([C:16]([NH:18][C@H:19]([CH2:31][CH3:32])[C:20]([NH:22][C:23]2[CH:27]=[CH:44][C:40]([CH3:41])=[C:25]([CH:24]=2)[C:28]([OH:30])=[O:29])=[O:21])=[O:17])[CH2:12][C:11](=[O:33])[NH:10][CH2:9]1, predict the reactants needed to synthesize it. The reactants are: [Cl:1][C:2]1[CH:3]=[CH:4][C:5]([O:35][CH3:36])=[C:6]([CH:34]=1)[CH2:7][CH:8]1[C:14](=[O:15])[N:13]([C:16]([NH:18][C@H:19]([CH2:31][CH3:32])[C:20]([NH:22][C:23]2[CH:24]=[C:25]([C:28]([OH:30])=[O:29])N[CH:27]=2)=[O:21])=[O:17])[CH2:12][C:11](=[O:33])[NH:10][CH2:9]1.[N+]([C:40]1[CH:41]=C(C(O)=O)N[CH:44]=1)([O-])=O.CC1C=CC([N+]([O-])=O)=CC=1C(O)=O. (5) The reactants are: Br[C:2]1[CH:3]=[C:4]2[C:8](=[C:9]([CH3:11])[CH:10]=1)[NH:7][CH:6]=[C:5]2[CH3:12].O1CCOCC1.[C:19](=O)([O-:21])[O-:20].[Na+].[Na+]. Given the product [CH3:12][C:5]1[C:4]2[C:8](=[C:9]([CH3:11])[CH:10]=[C:2]([C:19]([OH:21])=[O:20])[CH:3]=2)[NH:7][CH:6]=1, predict the reactants needed to synthesize it. (6) Given the product [Br:7][C:8]1[CH:9]=[C:10]([C:21]([OH:25])=[O:22])[N:11]([C:13]2[C:18]([Cl:19])=[CH:17][CH:16]=[CH:15][C:14]=2[Cl:20])[CH:12]=1, predict the reactants needed to synthesize it. The reactants are: [Mn]([O-])(=O)(=O)=O.[K+].[Br:7][C:8]1[CH:9]=[C:10]([CH:21]=[O:22])[N:11]([C:13]2[C:18]([Cl:19])=[CH:17][CH:16]=[CH:15][C:14]=2[Cl:20])[CH:12]=1.CC(C)=[O:25].[OH-].[Na+].